From a dataset of Peptide-MHC class II binding affinity with 134,281 pairs from IEDB. Regression. Given a peptide amino acid sequence and an MHC pseudo amino acid sequence, predict their binding affinity value. This is MHC class II binding data. The peptide sequence is VAIKGPLRISASSAA. The MHC is DRB1_1101 with pseudo-sequence DRB1_1101. The binding affinity (normalized) is 0.607.